This data is from Forward reaction prediction with 1.9M reactions from USPTO patents (1976-2016). The task is: Predict the product of the given reaction. (1) Given the reactants [CH2:1]([N:8]1[CH2:13][CH2:12][N:11]([C:14]2[C:23]3[C:18](=[CH:19][CH:20]=[C:21]([C:24]([C:33]4[CH:38]=[CH:37][C:36]([Cl:39])=[CH:35][CH:34]=4)([C:26]4[CH:31]=[CH:30][C:29]([Cl:32])=[CH:28][CH:27]=4)O)[CH:22]=3)[N:17]=[N:16][CH:15]=2)[CH2:10][CH2:9]1)[C:2]1[CH:7]=[CH:6][CH:5]=[CH:4][CH:3]=1.[SiH](CC)(CC)CC.FC(F)(F)C(O)=O, predict the reaction product. The product is: [CH2:1]([N:8]1[CH2:9][CH2:10][N:11]([C:14]2[C:23]3[C:18](=[CH:19][CH:20]=[C:21]([CH:24]([C:33]4[CH:34]=[CH:35][C:36]([Cl:39])=[CH:37][CH:38]=4)[C:26]4[CH:31]=[CH:30][C:29]([Cl:32])=[CH:28][CH:27]=4)[CH:22]=3)[N:17]=[N:16][CH:15]=2)[CH2:12][CH2:13]1)[C:2]1[CH:7]=[CH:6][CH:5]=[CH:4][CH:3]=1. (2) Given the reactants Br[C:2]1[CH:7]=[CH:6][C:5]([C:8]2[N:13]([CH2:14][C:15]3[C:16]([CH3:22])=[N:17][C:18]([CH3:21])=[CH:19][CH:20]=3)[C:12](=[O:23])[C:11]([C:24]#[N:25])=[C:10]([C:26]([F:29])([F:28])[F:27])[CH:9]=2)=[CH:4][CH:3]=1.[CH2:30]([O:32][C:33]([C:35]1[NH:36][C:37]2[C:42]([CH:43]=1)=[CH:41][C:40]([OH:44])=[CH:39][CH:38]=2)=[O:34])[CH3:31].C(P(C(C)(C)C)C1C=CC2C(=CC=CC=2)C=1C1C2C(=CC=CC=2)C=CC=1)(C)(C)C.[O-]P([O-])([O-])=O.[K+].[K+].[K+], predict the reaction product. The product is: [C:24]([C:11]1[C:12](=[O:23])[N:13]([CH2:14][C:15]2[C:16]([CH3:22])=[N:17][C:18]([CH3:21])=[CH:19][CH:20]=2)[C:8]([C:5]2[CH:6]=[CH:7][C:2]([O:44][C:40]3[CH:41]=[C:42]4[C:37](=[CH:38][CH:39]=3)[NH:36][C:35]([C:33]([O:32][CH2:30][CH3:31])=[O:34])=[CH:43]4)=[CH:3][CH:4]=2)=[CH:9][C:10]=1[C:26]([F:29])([F:28])[F:27])#[N:25]. (3) The product is: [CH2:9]([N:8]([CH2:11][CH3:12])[C:5]1[CH:6]=[CH:7][C:2]([NH:1][C:42]([C:41]2[CH:40]=[C:39]([CH:47]=[CH:46][CH:45]=2)[C:37]([O:36][C:32]([CH3:34])([CH3:35])[CH3:33])=[O:38])=[O:43])=[C:3]([C:13]2[CH:14]=[C:15]([C:16](=[O:17])[NH:18][C@@H:19]3[C:28]4[C:23](=[CH:24][CH:25]=[CH:26][CH:27]=4)[CH2:22][CH2:21][CH2:20]3)[CH:29]=[CH:30][N:31]=2)[CH:4]=1)[CH3:10]. Given the reactants [NH2:1][C:2]1[CH:7]=[CH:6][C:5]([N:8]([CH2:11][CH3:12])[CH2:9][CH3:10])=[CH:4][C:3]=1[C:13]1[CH:14]=[C:15]([CH:29]=[CH:30][N:31]=1)[C:16]([NH:18][C@@H:19]1[C:28]2[C:23](=[CH:24][CH:25]=[CH:26][CH:27]=2)[CH2:22][CH2:21][CH2:20]1)=[O:17].[C:32]([O:36][C:37]([C:39]1[CH:40]=[C:41]([CH:45]=[CH:46][CH:47]=1)[C:42](O)=[O:43])=[O:38])([CH3:35])([CH3:34])[CH3:33].CCN(C(C)C)C(C)C.CN(C(ON1N=NC2C=CC=NC1=2)=[N+](C)C)C.F[P-](F)(F)(F)(F)F, predict the reaction product.